The task is: Regression. Given a peptide amino acid sequence and an MHC pseudo amino acid sequence, predict their binding affinity value. This is MHC class I binding data.. This data is from Peptide-MHC class I binding affinity with 185,985 pairs from IEDB/IMGT. (1) The peptide sequence is KAFSPEVIPMF. The MHC is HLA-B35:01 with pseudo-sequence HLA-B35:01. The binding affinity (normalized) is 0.0369. (2) The peptide sequence is KAVYNFATM. The MHC is H-2-Kb with pseudo-sequence H-2-Kb. The binding affinity (normalized) is 0.559. (3) The peptide sequence is TEIASLPTYL. The MHC is HLA-B44:02 with pseudo-sequence HLA-B44:02. The binding affinity (normalized) is 0.672. (4) The peptide sequence is YHRPLTGYM. The MHC is HLA-A02:01 with pseudo-sequence HLA-A02:01. The binding affinity (normalized) is 0.0847. (5) The peptide sequence is SHYSHNPKL. The MHC is HLA-B46:01 with pseudo-sequence HLA-B46:01. The binding affinity (normalized) is 0.0847. (6) The peptide sequence is LPADPASVL. The MHC is HLA-A02:01 with pseudo-sequence HLA-A02:01. The binding affinity (normalized) is 0.0847. (7) The peptide sequence is NTVATLYCV. The MHC is HLA-A02:11 with pseudo-sequence HLA-A02:11. The binding affinity (normalized) is 1.00.